This data is from Full USPTO retrosynthesis dataset with 1.9M reactions from patents (1976-2016). The task is: Predict the reactants needed to synthesize the given product. Given the product [CH2:11]([O:12][C:2]1[N:10]=[C:9]2[C:5]([N:6]=[CH:7][N:8]2[CH:11]2[CH2:16][CH2:15][CH2:14][CH2:13][O:12]2)=[C:4]([NH2:17])[N:3]=1)[CH2:16][CH2:15][CH3:14], predict the reactants needed to synthesize it. The reactants are: Cl[C:2]1[N:10]=[C:9]2[C:5]([N:6]=[CH:7][N:8]2[CH:11]2[CH2:16][CH2:15][CH2:14][CH2:13][O:12]2)=[C:4]([NH2:17])[N:3]=1.